Dataset: Full USPTO retrosynthesis dataset with 1.9M reactions from patents (1976-2016). Task: Predict the reactants needed to synthesize the given product. Given the product [Br:1][C:2]1[CH:3]=[C:4]([S:9][C:13]([F:16])([F:15])[F:12])[CH:5]=[CH:6][C:7]=1[F:8], predict the reactants needed to synthesize it. The reactants are: [Br:1][C:2]1[CH:3]=[C:4]([SH:9])[CH:5]=[CH:6][C:7]=1[F:8].[H-].[Na+].[F:12][C:13]([F:16])([F:15])I.O.